Dataset: Forward reaction prediction with 1.9M reactions from USPTO patents (1976-2016). Task: Predict the product of the given reaction. (1) Given the reactants [ClH:1].[O:2]=[C:3]([NH:40][C:41]1[CH:46]=[CH:45][C:44]([C:47]2[NH:51][N:50]=[N:49][N:48]=2)=[CH:43][CH:42]=1)[C@@H:4]([NH:22][C:23]([C@H:25]1[CH2:30][CH2:29][C@H:28]([CH2:31][NH:32]C(=O)OC(C)(C)C)[CH2:27][CH2:26]1)=[O:24])[CH2:5][C:6]1[CH:7]=[C:8]([C:12]2[CH:17]=[CH:16][CH:15]=[C:14]([S:18](=[O:21])(=[O:20])[NH2:19])[CH:13]=2)[CH:9]=[CH:10][CH:11]=1.C(#N)C, predict the reaction product. The product is: [ClH:1].[NH2:32][CH2:31][C@H:28]1[CH2:27][CH2:26][C@H:25]([C:23]([NH:22][C@@H:4]([CH2:5][C:6]2[CH:7]=[C:8]([C:12]3[CH:17]=[CH:16][CH:15]=[C:14]([S:18](=[O:20])(=[O:21])[NH2:19])[CH:13]=3)[CH:9]=[CH:10][CH:11]=2)[C:3](=[O:2])[NH:40][C:41]2[CH:42]=[CH:43][C:44]([C:47]3[NH:48][N:49]=[N:50][N:51]=3)=[CH:45][CH:46]=2)=[O:24])[CH2:30][CH2:29]1. (2) Given the reactants C(OC([N:8]1[CH:12]=[C:11](B2OC(C)(C)C(C)(C)O2)[CH:10]=[N:9]1)=O)(C)(C)C.C([O-])([O-])=O.[Na+].[Na+].Br[C:29]1[CH:30]=[C:31]([C:35]2[CH:40]=[C:39]([NH:41][CH2:42][CH2:43][C:44]3[C:52]4[C:47](=[CH:48][CH:49]=[CH:50][CH:51]=4)[NH:46][CH:45]=3)[N:38]=[C:37]([C:53]3[CH:58]=[CH:57][CH:56]=[CH:55][N:54]=3)[CH:36]=2)[CH:32]=[N:33][CH:34]=1, predict the reaction product. The product is: [NH:46]1[C:47]2[C:52](=[CH:51][CH:50]=[CH:49][CH:48]=2)[C:44]([CH2:43][CH2:42][NH:41][C:39]2[N:38]=[C:37]([C:53]3[CH:58]=[CH:57][CH:56]=[CH:55][N:54]=3)[CH:36]=[C:35]([C:31]3[CH:32]=[N:33][CH:34]=[C:29]([C:11]4[CH:12]=[N:8][NH:9][CH:10]=4)[CH:30]=3)[CH:40]=2)=[CH:45]1. (3) Given the reactants [N:1]1([C:7]([N:9]2[CH2:14][CH:13]([C:15]3[CH:20]=[CH:19][C:18]([C:21]([F:24])([F:23])[F:22])=[CH:17][CH:16]=3)[CH2:12][CH:11]([CH2:25]S([O-])(=O)=O)[CH2:10]2)=[O:8])[CH2:6][CH2:5][O:4][CH2:3][CH2:2]1.[NH:30]1[CH2:34][CH2:33][CH:32]([OH:35])[CH2:31]1, predict the reaction product. The product is: [OH:35][CH:32]1[CH2:33][CH2:34][N:30]([CH2:25][CH:11]2[CH2:12][CH:13]([C:15]3[CH:20]=[CH:19][C:18]([C:21]([F:24])([F:23])[F:22])=[CH:17][CH:16]=3)[CH2:14][N:9]([C:7]([N:1]3[CH2:6][CH2:5][O:4][CH2:3][CH2:2]3)=[O:8])[CH2:10]2)[CH2:31]1. (4) Given the reactants [Si]([O:8][CH2:9][CH2:10][CH2:11][O:12][C:13]1[CH:18]=[CH:17][C:16]([C:19]2[CH:24]=[CH:23][C:22]([C:25]([O:27][CH2:28][CH3:29])=[O:26])=[CH:21][CH:20]=2)=[CH:15][C:14]=1[C:30]1[CH:35]=[CH:34][C:33]([N:36]([CH2:39][CH3:40])[CH2:37][CH3:38])=[C:32]([CH2:41][CH3:42])[CH:31]=1)(C(C)(C)C)(C)C.[F-].C([N+](CCCC)(CCCC)CCCC)CCC, predict the reaction product. The product is: [CH2:39]([N:36]([CH2:37][CH3:38])[C:33]1[CH:34]=[CH:35][C:30]([C:14]2[CH:15]=[C:16]([C:19]3[CH:20]=[CH:21][C:22]([C:25]([O:27][CH2:28][CH3:29])=[O:26])=[CH:23][CH:24]=3)[CH:17]=[CH:18][C:13]=2[O:12][CH2:11][CH2:10][CH2:9][OH:8])=[CH:31][C:32]=1[CH2:41][CH3:42])[CH3:40]. (5) The product is: [Cl:1][C:2]1[CH:3]=[C:4]([N+:9]([O-:11])=[O:10])[C:5](=[O:8])[N:6]([CH2:20][C:19]2[CH:22]=[CH:23][C:16]([O:15][CH3:14])=[CH:17][CH:18]=2)[CH:7]=1. Given the reactants [Cl:1][C:2]1[CH:3]=[C:4]([N+:9]([O-:11])=[O:10])[C:5]([OH:8])=[N:6][CH:7]=1.[H-].[Na+].[CH3:14][O:15][C:16]1[CH:23]=[CH:22][C:19]([CH2:20]Cl)=[CH:18][CH:17]=1, predict the reaction product. (6) Given the reactants [Cl:1][C:2]1[CH:7]=[CH:6][CH:5]=[CH:4][C:3]=1[NH:8][C:9]([NH2:11])=[S:10].Br[CH:13]([CH2:17][CH3:18])[C:14](O)=[O:15], predict the reaction product. The product is: [Cl:1][C:2]1[CH:7]=[CH:6][CH:5]=[CH:4][C:3]=1[NH:8][C:9]1[S:10][CH:13]([CH2:17][CH3:18])[C:14](=[O:15])[N:11]=1. (7) The product is: [N+:25]([C:28]1[CH:29]=[C:30]([C:37]2[CH:42]=[CH:41][CH:40]=[CH:39][CH:38]=2)[CH:31]=[CH:32][C:33]=1[C:34]([NH:44][C:45]1([C:53]([O:55][CH3:56])=[O:54])[CH2:52][CH2:51][CH2:50][CH2:49][CH2:48][CH2:47][CH2:46]1)=[O:36])([O-:27])=[O:26]. Given the reactants CN(C(ON1N=NC2C=CC=NC1=2)=[N+](C)C)C.F[P-](F)(F)(F)(F)F.[N+:25]([C:28]1[CH:29]=[C:30]([C:37]2[CH:42]=[CH:41][CH:40]=[CH:39][CH:38]=2)[CH:31]=[CH:32][C:33]=1[C:34]([OH:36])=O)([O-:27])=[O:26].Cl.[NH2:44][C:45]1([C:53]([O:55][CH3:56])=[O:54])[CH2:52][CH2:51][CH2:50][CH2:49][CH2:48][CH2:47][CH2:46]1.C(N(C(C)C)CC)(C)C, predict the reaction product.